This data is from Full USPTO retrosynthesis dataset with 1.9M reactions from patents (1976-2016). The task is: Predict the reactants needed to synthesize the given product. (1) Given the product [F:1][C:2]1[CH:3]=[C:4]([C:9]2[CH:14]=[CH:13][C:12](=[O:15])[N:11]([CH2:16][C:17]3[CH:22]=[CH:21][CH:20]=[C:19]([C:23]4[N:24]=[CH:25][C:26]([CH2:29][N:35]5[CH2:36][CH2:37][N:32]([CH3:31])[CH2:33][CH2:34]5)=[CH:27][N:28]=4)[CH:18]=3)[N:10]=2)[CH:5]=[C:6]([F:8])[CH:7]=1, predict the reactants needed to synthesize it. The reactants are: [F:1][C:2]1[CH:3]=[C:4]([C:9]2[CH:14]=[CH:13][C:12](=[O:15])[N:11]([CH2:16][C:17]3[CH:18]=[C:19]([C:23]4[N:28]=[CH:27][C:26]([CH:29]=O)=[CH:25][N:24]=4)[CH:20]=[CH:21][CH:22]=3)[N:10]=2)[CH:5]=[C:6]([F:8])[CH:7]=1.[CH3:31][N:32]1[CH2:37][CH2:36][NH:35][CH2:34][CH2:33]1.C(O[BH-](OC(=O)C)OC(=O)C)(=O)C.[Na+].C(O)(=O)C. (2) Given the product [OH:31][C:32]1[C:33]([C:34]([C:36]2[CH:37]=[CH:38][CH:39]=[CH:40][CH:41]=2)([CH3:35])[CH3:42])=[N:53][C:54]2[C:50]([C:51]=1[C:52]([OH:1])=[O:55])=[CH:49][CH:48]=[CH:47][C:46]=2[C:45]([F:58])([F:57])[F:44], predict the reactants needed to synthesize it. The reactants are: [OH:1]C1C(C(C2C=CC=CC=2)(C)C)=NC2C(C=1C(O)=O)=CC=C1CCCCC=21.C([O:31][CH2:32][C:33](=O)[C:34]([CH3:42])([C:36]1[CH:41]=[CH:40][CH:39]=[CH:38][CH:37]=1)[CH3:35])(=O)C.[F:44][C:45]([F:58])([F:57])[C:46]1[CH:47]=[CH:48][CH:49]=[C:50]2[C:54]=1[NH:53][C:52](=[O:55])[C:51]2=O.[OH-].[Na+]. (3) Given the product [ClH:71].[Br:22][C:20]1[CH:19]=[CH:18][C:17]2[C:11]3([CH2:14][O:15][C:16]=2[CH:21]=1)[CH2:10][CH2:9][NH:8][CH2:13][CH2:12]3, predict the reactants needed to synthesize it. The reactants are: C([N:8]1[CH2:13][CH:12]=[C:11]([CH2:14][O:15][C:16]2[CH:21]=[C:20]([Br:22])[CH:19]=[CH:18][C:17]=2Br)[CH2:10][CH2:9]1)C1C=CC=CC=1.N(C(C)(C)C#N)=NC(C)(C)C#N.C([SnH](CCCC)CCCC)CCC.C(N1CCC2(C3C=CC(Br)=CC=3OC2)CC1)C1C=CC=CC=1.[Cl:71]C(OC(Cl)C)=O. (4) Given the product [ClH:18].[Cl:18][C:14]1[CH:13]=[C:12]([CH:8]([N:23]2[CH2:24][CH2:25][N:20]([CH3:19])[CH2:21][CH2:22]2)[C:9]([OH:11])=[O:10])[CH:17]=[CH:16][CH:15]=1, predict the reactants needed to synthesize it. The reactants are: C(=O)([O-])[O-].[K+].[K+].Br[CH:8]([C:12]1[CH:17]=[CH:16][CH:15]=[C:14]([Cl:18])[CH:13]=1)[C:9]([OH:11])=[O:10].[CH3:19][N:20]1[CH2:25][CH2:24][NH:23][CH2:22][CH2:21]1.